Dataset: Reaction yield outcomes from USPTO patents with 853,638 reactions. Task: Predict the reaction yield, written as a fraction of the theoretical maximum amount of product (1.0 means a 100% yield; for example, 0.34 means a 34% yield). (1) The reactants are [N+:1]([C:4]1[CH:5]=[C:6]2[C:10](=[CH:11][CH:12]=1)[NH:9][N:8]=[CH:7]2)([O-:3])=[O:2].C(=O)([O-])[O-].[K+].[K+].Cl.[CH3:20][N:21]([CH3:25])[CH2:22][CH2:23]Cl. The catalyst is CN(C=O)C. The product is [CH3:20][N:21]([CH3:25])[CH2:22][CH2:23][N:9]1[C:10]2[C:6](=[CH:5][C:4]([N+:1]([O-:3])=[O:2])=[CH:12][CH:11]=2)[CH:7]=[N:8]1. The yield is 0.640. (2) The reactants are [CH3:1][C:2]1[N:3]=[C:4]([NH:7][C:8]2[C:13]([OH:14])=[CH:12][CH:11]=[CH:10][N:9]=2)[S:5][CH:6]=1.C([O-])([O-])=O.[Cs+].[Cs+].CN(C=O)C.Br[CH:27]1[CH2:32][CH2:31][CH2:30][CH:29]=[CH:28]1. The catalyst is O. The product is [CH:32]1([O:14][C:13]2[C:8]([NH:7][C:4]3[S:5][CH:6]=[C:2]([CH3:1])[N:3]=3)=[N:9][CH:10]=[CH:11][CH:12]=2)[CH2:31][CH2:30][CH2:29][CH:28]=[CH:27]1. The yield is 0.375. (3) The reactants are Cl.Cl.[NH2:3][CH:4]1[CH2:13][C:12]2[C:7](=[CH:8][N:9]=[CH:10][CH:11]=2)[NH:6][C:5]1=[O:14].C(OC([NH:22][C@H:23]([CH2:28][C:29]1[CH:34]=[CH:33][C:32]([F:35])=[CH:31][CH:30]=1)[CH2:24][C:25](O)=[O:26])=O)(C)(C)C.C(N(CC)CC)C.C1C=CC2N(O)N=NC=2C=1.CCN=C=NCCCN(C)C.Cl. The catalyst is C(#N)C.O1CCOCC1. The product is [NH2:22][C@H:23]([CH2:28][C:29]1[CH:30]=[CH:31][C:32]([F:35])=[CH:33][CH:34]=1)[CH2:24][C:25]([NH:3][CH:4]1[CH2:13][C:12]2[C:7](=[CH:8][N:9]=[CH:10][CH:11]=2)[NH:6][C:5]1=[O:14])=[O:26]. The yield is 0.660. (4) The reactants are C([N:4]1[C:8]2=[N:9][CH:10]=[C:11]([F:14])[C:12](I)=[C:7]2[CH:6]=[CH:5]1)(=O)C.[CH2:15]([N:17]1[CH:21]=[C:20](B2OC(C)(C)C(C)(C)O2)[C:19]([C:31]2[CH:36]=[CH:35][C:34]([N+:37]([O-:39])=[O:38])=[CH:33][CH:32]=2)=[N:18]1)[CH3:16].C(=O)(O)[O-].[Na+].O. The catalyst is C1C=CC([P]([Pd]([P](C2C=CC=CC=2)(C2C=CC=CC=2)C2C=CC=CC=2)([P](C2C=CC=CC=2)(C2C=CC=CC=2)C2C=CC=CC=2)[P](C2C=CC=CC=2)(C2C=CC=CC=2)C2C=CC=CC=2)(C2C=CC=CC=2)C2C=CC=CC=2)=CC=1.CN(C)C=O. The product is [CH2:15]([N:17]1[CH:21]=[C:20]([C:12]2[C:11]([F:14])=[CH:10][N:9]=[C:8]3[NH:4][CH:5]=[CH:6][C:7]=23)[C:19]([C:31]2[CH:36]=[CH:35][C:34]([N+:37]([O-:39])=[O:38])=[CH:33][CH:32]=2)=[N:18]1)[CH3:16]. The yield is 0.800. (5) The reactants are CS(C)=O.C(Cl)(=O)C(Cl)=O.C(=O)=O.CC(C)=O.[OH:18][CH2:19][C@@H:20]1[CH2:24][C:23]([CH3:25])=[CH:22][N:21]1[C:26]([C:28]1[CH:33]=[C:32]([O:34][CH3:35])[C:31]([O:36][Si:37]([CH:44]([CH3:46])[CH3:45])([CH:41]([CH3:43])[CH3:42])[CH:38]([CH3:40])[CH3:39])=[CH:30][C:29]=1[NH:47][C:48]([O:50][CH2:51][C:52]1[CH:57]=[CH:56][C:55]([NH:58][NH:59][CH:60]([CH3:76])[C:61]([NH:63][CH:64]([CH:73]([CH3:75])[CH3:74])[C:65](=[O:72])[C:66]([O:68][CH2:69][CH:70]=[CH2:71])=[O:67])=[O:62])=[CH:54][CH:53]=1)=[O:49])=[O:27].C(N(CC)CC)C. The catalyst is ClCCl. The product is [OH:18][C@@H:19]1[N:47]([C:48]([O:50][CH2:51][C:52]2[CH:53]=[CH:54][C:55]([NH:58][NH:59][CH:60]([CH3:76])[C:61]([NH:63][CH:64]([CH:73]([CH3:75])[CH3:74])[C:65](=[O:72])[C:66]([O:68][CH2:69][CH:70]=[CH2:71])=[O:67])=[O:62])=[CH:56][CH:57]=2)=[O:49])[C:29]2[CH:30]=[C:31]([O:36][Si:37]([CH:41]([CH3:42])[CH3:43])([CH:44]([CH3:45])[CH3:46])[CH:38]([CH3:40])[CH3:39])[C:32]([O:34][CH3:35])=[CH:33][C:28]=2[C:26](=[O:27])[N:21]2[CH:22]=[C:23]([CH3:25])[CH2:24][C@@H:20]12. The yield is 0.600. (6) The reactants are [Br:1][C:2]1[CH:7]=[CH:6][C:5]([Br:8])=[CH:4][C:3]=1[N+:9]([O-])=O.O.[Sn](Cl)Cl.[OH-].[Na+]. The catalyst is C(O)C.Cl. The product is [Br:1][C:2]1[CH:7]=[CH:6][C:5]([Br:8])=[CH:4][C:3]=1[NH2:9]. The yield is 0.970.